From a dataset of Drug half-life prediction data from Obach et al.. Regression/Classification. Given a drug SMILES string, predict its absorption, distribution, metabolism, or excretion properties. Task type varies by dataset: regression for continuous measurements (e.g., permeability, clearance, half-life) or binary classification for categorical outcomes (e.g., BBB penetration, CYP inhibition). For this dataset (half_life_obach), we predict log10(half-life) (log10 of half-life in hours). (1) The compound is CC(C)N1CCC(N(C(=O)Cc2ccccc2)c2ccc(Cl)cc2)CC1. The log10(half-life) is 0.810. (2) The compound is Cc1ncsc1CCCl. The log10(half-life) is 0.650.